This data is from Forward reaction prediction with 1.9M reactions from USPTO patents (1976-2016). The task is: Predict the product of the given reaction. (1) Given the reactants Br[C:2]1[C:7](=[O:8])[N:6]([CH:9]2[CH2:13][CH2:12][CH2:11][CH2:10]2)[CH:5]=[C:4]([C:14]([O:16][CH3:17])=[O:15])[CH:3]=1.[NH:18]1[CH:22]=[CH:21][CH:20]=[N:19]1.C([O-])([O-])=O.[K+].[K+], predict the reaction product. The product is: [CH:9]1([N:6]2[C:7](=[O:8])[C:2]([N:18]3[CH:22]=[CH:21][CH:20]=[N:19]3)=[CH:3][C:4]([C:14]([O:16][CH3:17])=[O:15])=[CH:5]2)[CH2:13][CH2:12][CH2:11][CH2:10]1. (2) Given the reactants [OH-].[K+].C([O:5][C:6](=[O:18])[C:7]([C:10]1[CH:15]=[CH:14][C:13]([F:16])=[C:12]([F:17])[CH:11]=1)([F:9])[F:8])C, predict the reaction product. The product is: [F:17][C:12]1[CH:11]=[C:10]([C:7]([F:9])([F:8])[C:6]([OH:18])=[O:5])[CH:15]=[CH:14][C:13]=1[F:16]. (3) Given the reactants I[C:2]1[CH:29]=[CH:28][C:5]2[N:6]([CH2:9][C:10]3[CH:15]=[CH:14][C:13]([O:16][CH2:17][C:18]4[CH:19]=[N:20][C:21]([O:24][CH3:25])=[CH:22][CH:23]=4)=[C:12]([O:26][CH3:27])[CH:11]=3)[CH:7]=[N:8][C:4]=2[CH:3]=1.Cl.[C:31]([CH:33]1[CH2:38][CH2:37][CH2:36][NH:35][CH2:34]1)#[CH:32].[N-:39]=[N+:40]=[N-:41].[Na+].[Na].O=C1O[C@H]([C@H](CO)O)C(O)=C1O.CN(C)[C@@H]1CCCC[C@H]1N.C(=O)([O-])[O-].[K+].[K+], predict the reaction product. The product is: [CH3:27][O:26][C:12]1[CH:11]=[C:10]([CH:15]=[CH:14][C:13]=1[O:16][CH2:17][C:18]1[CH:19]=[N:20][C:21]([O:24][CH3:25])=[CH:22][CH:23]=1)[CH2:9][N:6]1[C:5]2[CH:28]=[CH:29][C:2]([N:39]3[CH:32]=[C:31]([CH:33]4[CH2:38][CH2:37][CH2:36][NH:35][CH2:34]4)[N:41]=[N:40]3)=[CH:3][C:4]=2[N:8]=[CH:7]1. (4) The product is: [Br:1][C:2]1[CH:7]=[C:6]([N+:8]([O-:10])=[O:9])[C:5]([O:11][CH2:14][C:15]([O:17][CH3:18])=[O:16])=[C:4]([Cl:12])[CH:3]=1. Given the reactants [Br:1][C:2]1[CH:7]=[C:6]([N+:8]([O-:10])=[O:9])[C:5]([OH:11])=[C:4]([Cl:12])[CH:3]=1.Br[CH2:14][C:15]([O:17][CH3:18])=[O:16].C([O-])([O-])=O.[K+].[K+].O, predict the reaction product.